This data is from Full USPTO retrosynthesis dataset with 1.9M reactions from patents (1976-2016). The task is: Predict the reactants needed to synthesize the given product. (1) Given the product [F:8][C:9]1[C:14]([F:15])=[CH:13][CH:12]=[CH:11][C:10]=1[C@H:16]1[CH2:22][N:21]2[CH:23]([CH2:26][CH3:27])[CH2:24][N:25]=[C:20]2[C@H:19]([NH:28][C:45]([N:42]2[CH2:41][CH2:40][CH:39]([N:31]3[C:32]4[C:33](=[N:34][CH:35]=[CH:36][CH:37]=4)[NH:38][C:30]3=[O:29])[CH2:44][CH2:43]2)=[O:46])[CH2:18][CH2:17]1, predict the reactants needed to synthesize it. The reactants are: C(N(CC)CC)C.[F:8][C:9]1[C:14]([F:15])=[CH:13][CH:12]=[CH:11][C:10]=1[C@H:16]1[CH2:22][N:21]2[CH:23]([CH2:26][CH3:27])[CH2:24][N:25]=[C:20]2[C@H:19]([NH2:28])[CH2:18][CH2:17]1.[O:29]=[C:30]1[NH:38][C:33]2=[N:34][CH:35]=[CH:36][CH:37]=[C:32]2[N:31]1[CH:39]1[CH2:44][CH2:43][N:42]([C:45](Cl)=[O:46])[CH2:41][CH2:40]1.C(=O)(O)[O-].[Na+]. (2) Given the product [NH2:1][C:2]1[CH:27]=[CH:26][C:5]([O:6][C:7]2[C:8]([CH:13]3[CH2:18][CH2:17][N:16]([C:19]([O:21][C:22]([CH3:23])([CH3:24])[CH3:25])=[O:20])[CH2:15][CH2:14]3)=[N:9][CH:10]=[CH:11][N:12]=2)=[CH:4][CH:3]=1, predict the reactants needed to synthesize it. The reactants are: [NH2:1][C:2]1[CH:27]=[CH:26][C:5]([O:6][C:7]2[C:8]([C:13]3[CH2:18][CH2:17][N:16]([C:19]([O:21][C:22]([CH3:25])([CH3:24])[CH3:23])=[O:20])[CH2:15][CH:14]=3)=[N:9][CH:10]=[CH:11][N:12]=2)=[CH:4][CH:3]=1.CC1C=C2N=C3C(=NC(NC3=O)=O)N(C[C@H](O)[C@H](O)[C@H](O)CO)C2=CC=1C. (3) The reactants are: Br[C:2]1[CH:21]=[CH:20][C:19]([C:22]([F:25])([F:24])[F:23])=[CH:18][C:3]=1[CH2:4][N:5]1[C@@H:9]([CH3:10])[C@@H:8]([C:11]2[CH:16]=[CH:15][CH:14]=[CH:13][CH:12]=2)[O:7][C:6]1=[O:17].[CH3:26][O:27][C:28](=[O:45])[CH2:29][C:30]1[CH:35]=[CH:34][CH:33]=[C:32](B2OC(C)(C)C(C)(C)O2)[CH:31]=1. Given the product [CH3:26][O:27][C:28](=[O:45])[CH2:29][C:30]1[CH:35]=[C:34]([C:2]2[CH:21]=[CH:20][C:19]([C:22]([F:25])([F:24])[F:23])=[CH:18][C:3]=2[CH2:4][N:5]2[C@@H:9]([CH3:10])[C@@H:8]([C:11]3[CH:16]=[CH:15][CH:14]=[CH:13][CH:12]=3)[O:7][C:6]2=[O:17])[CH:33]=[CH:32][CH:31]=1, predict the reactants needed to synthesize it. (4) Given the product [CH3:16][N:9]1[C:8]2[CH:17]=[CH:18][C:5]([C:3]([OH:4])=[O:2])=[CH:6][C:7]=2[S:12](=[O:14])(=[O:13])[NH:11][C:10]1=[O:15], predict the reactants needed to synthesize it. The reactants are: C[O:2][C:3]([C:5]1[CH:18]=[CH:17][C:8]2[N:9]([CH3:16])[C:10](=[O:15])[NH:11][S:12](=[O:14])(=[O:13])[C:7]=2[CH:6]=1)=[O:4]. (5) Given the product [C:3]([C:7]1[CH:12]=[C:11]([I:1])[C:10]([O:13][CH3:14])=[CH:9][C:8]=1[F:15])([CH3:6])([CH3:4])[CH3:5], predict the reactants needed to synthesize it. The reactants are: [I:1]I.[C:3]([C:7]1[CH:12]=[CH:11][C:10]([O:13][CH3:14])=[CH:9][C:8]=1[F:15])([CH3:6])([CH3:5])[CH3:4]. (6) The reactants are: [O:1]=[C:2]1[C:6]2([CH2:11][CH2:10][N:9](C(OCCCC)=O)[CH2:8][CH2:7]2)[CH2:5][CH2:4][NH:3]1.C(OCC)(=O)C.[ClH:25].C(OCC)(=O)C. Given the product [ClH:25].[C:2]1(=[O:1])[C:6]2([CH2:11][CH2:10][NH:9][CH2:8][CH2:7]2)[CH2:5][CH2:4][NH:3]1, predict the reactants needed to synthesize it. (7) Given the product [Cl:1][C:2]1[C:3]([N:46]([CH3:47])[CH3:48])=[CH:4][C:5]2[O:10][CH:9]([C:11]([N:13]3[CH2:14][CH2:15][C:16]([CH2:19][C:20]4[CH:21]=[CH:22][C:23]([F:26])=[CH:24][CH:25]=4)([CH2:27][OH:28])[CH2:17][CH2:18]3)=[O:12])[CH2:8][NH:7][C:6]=2[CH:45]=1, predict the reactants needed to synthesize it. The reactants are: [Cl:1][C:2]1[C:3]([N:46]([CH3:48])[CH3:47])=[CH:4][C:5]2[O:10][CH:9]([C:11]([N:13]3[CH2:18][CH2:17][C:16]([CH2:27][O:28]C(C4CNC5C=C(Cl)C(N(C)C)=CC=5O4)=O)([CH2:19][C:20]4[CH:25]=[CH:24][C:23]([F:26])=[CH:22][CH:21]=4)[CH2:15][CH2:14]3)=[O:12])[CH2:8][NH:7][C:6]=2[CH:45]=1.O[Li].O. (8) Given the product [N:17]([CH:2]([C:7]1[CH:12]=[CH:11][C:10]([C:13]([F:16])([F:15])[F:14])=[CH:9][CH:8]=1)[C:3]([O:5][CH3:6])=[O:4])=[N+:18]=[N-:19], predict the reactants needed to synthesize it. The reactants are: Br[CH:2]([C:7]1[CH:12]=[CH:11][C:10]([C:13]([F:16])([F:15])[F:14])=[CH:9][CH:8]=1)[C:3]([O:5][CH3:6])=[O:4].[N-:17]=[N+:18]=[N-:19].[Na+].O. (9) Given the product [Cl:28][C:23]1[CH:22]=[C:21]([C:19]2[N:16]=[C:14]([NH:13][C:10]3[CH:9]=[CH:8][C:7]([N:5]4[CH:6]=[C:2]([CH3:1])[N:3]=[CH:4]4)=[CH:12][CH:11]=3)[S:15][C:18]=2[CH3:29])[CH:26]=[CH:25][C:24]=1[CH3:27], predict the reactants needed to synthesize it. The reactants are: [CH3:1][C:2]1[N:3]=[CH:4][N:5]([C:7]2[CH:12]=[CH:11][C:10]([NH:13][C:14]([NH2:16])=[S:15])=[CH:9][CH:8]=2)[CH:6]=1.Br[CH:18]([CH3:29])[C:19]([C:21]1[CH:26]=[CH:25][C:24]([CH3:27])=[C:23]([Cl:28])[CH:22]=1)=O.